The task is: Predict the reactants needed to synthesize the given product.. This data is from Full USPTO retrosynthesis dataset with 1.9M reactions from patents (1976-2016). (1) Given the product [C:26]([O:30][C:31]([NH:33][C@@H:34]([CH2:39][O:40][CH2:41][C@H:42]([CH2:54][C:55]1[CH:56]=[CH:57][CH:58]=[CH:59][CH:60]=1)[C@@H:43]([CH2:47][C:48]1[CH:53]=[CH:52][CH:51]=[CH:50][CH:49]=1)[C@@H:44]([OH:46])[CH3:45])[C:35]([O:37][CH3:38])=[O:36])=[O:32])([CH3:27])([CH3:28])[CH3:29], predict the reactants needed to synthesize it. The reactants are: CB1N2CCC[C@@H]2C(C2C=CC=CC=2)(C2C=CC=CC=2)O1.CSC.B.[C:26]([O:30][C:31]([NH:33][C@@H:34]([CH2:39][O:40][CH2:41][C@H:42]([CH2:54][C:55]1[CH:60]=[CH:59][CH:58]=[CH:57][CH:56]=1)[C@@H:43]([CH2:47][C:48]1[CH:53]=[CH:52][CH:51]=[CH:50][CH:49]=1)[C:44](=[O:46])[CH3:45])[C:35]([O:37][CH3:38])=[O:36])=[O:32])([CH3:29])([CH3:28])[CH3:27]. (2) Given the product [CH3:1][CH:2]([CH3:35])[C@H:3]([NH:6][C:7]1[CH:12]=[CH:11][N:10]2[N:13]=[CH:14][C:15]([C:16]3[CH:17]=[CH:18][C:19]([C:22]4[N:23]([CH2:27][O:28][CH2:29][CH2:30][Si:31]([CH3:33])([CH3:32])[CH3:34])[CH:24]=[CH:25][N:26]=4)=[CH:20][CH:21]=3)=[C:9]2[N:8]=1)[CH:4]=[O:5], predict the reactants needed to synthesize it. The reactants are: [CH3:1][CH:2]([CH3:35])[C@H:3]([NH:6][C:7]1[CH:12]=[CH:11][N:10]2[N:13]=[CH:14][C:15]([C:16]3[CH:21]=[CH:20][C:19]([C:22]4[N:23]([CH2:27][O:28][CH2:29][CH2:30][Si:31]([CH3:34])([CH3:33])[CH3:32])[CH:24]=[CH:25][N:26]=4)=[CH:18][CH:17]=3)=[C:9]2[N:8]=1)[CH2:4][OH:5].CCN(CC)CC.